Dataset: Full USPTO retrosynthesis dataset with 1.9M reactions from patents (1976-2016). Task: Predict the reactants needed to synthesize the given product. (1) Given the product [N:1]([C@@H:4]1[CH2:9][CH2:8][NH:7][CH2:6][C@H:5]1[O:17][CH3:18])=[N+:2]=[N-:3], predict the reactants needed to synthesize it. The reactants are: [N:1]([C@@H:4]1[CH2:9][CH2:8][N:7](C(OC(C)(C)C)=O)[CH2:6][C@H:5]1[O:17][CH3:18])=[N+:2]=[N-:3].C(O)(C(F)(F)F)=O. (2) Given the product [CH3:32]/[C:33](/[C:42]1[CH:47]=[CH:46][N:45]=[C:44]([C:48]2[N:56]([CH2:57][C:58]3[CH:63]=[CH:62][C:61]([C:64]([F:66])([F:67])[F:65])=[CH:60][CH:59]=3)[C:55]3[C:50](=[N:51][C:52]([C:75]#[N:76])=[N:53][C:54]=3[NH:68][C@@H:69]([CH:71]3[CH2:72][CH2:73][CH2:74]3)[CH3:70])[N:49]=2)[CH:43]=1)=[CH:34]/[CH3:35], predict the reactants needed to synthesize it. The reactants are: C(P(C12CC3CC(CC(C3)C1)C2)C12CC3CC(CC(C3)C1)C2)CCC.C(=O)([O-])[O-].[Cs+].[Cs+].[CH3:32]/[C:33](/[B-](F)(F)F)=[CH:34]\[CH3:35].[K+].Cl[C:42]1[CH:47]=[CH:46][N:45]=[C:44]([C:48]2[N:56]([CH2:57][C:58]3[CH:63]=[CH:62][C:61]([C:64]([F:67])([F:66])[F:65])=[CH:60][CH:59]=3)[C:55]3[C:50](=[N:51][C:52]([C:75]#[N:76])=[N:53][C:54]=3[NH:68][C@@H:69]([CH:71]3[CH2:74][CH2:73][CH2:72]3)[CH3:70])[N:49]=2)[CH:43]=1. (3) Given the product [CH3:1][S:2]([C:5]1[CH:12]=[CH:11][C:8]([CH2:9][NH2:10])=[CH:7][C:6]=1[C:13]([F:14])([F:15])[F:16])(=[O:4])=[O:3], predict the reactants needed to synthesize it. The reactants are: [CH3:1][S:2]([C:5]1[CH:12]=[CH:11][C:8]([C:9]#[N:10])=[CH:7][C:6]=1[C:13]([F:16])([F:15])[F:14])(=[O:4])=[O:3]. (4) The reactants are: [Cl:1][C:2]1[N:7]=[N:6][C:5]([NH2:8])=[C:4]([CH3:9])[C:3]=1[CH3:10].Br[CH2:12][C:13]([C:15]1[CH:20]=[CH:19][C:18]([F:21])=[CH:17][CH:16]=1)=O. Given the product [Cl:1][C:2]1[C:3]([CH3:10])=[C:4]([CH3:9])[C:5]2[N:6]([CH:12]=[C:13]([C:15]3[CH:20]=[CH:19][C:18]([F:21])=[CH:17][CH:16]=3)[N:8]=2)[N:7]=1, predict the reactants needed to synthesize it.